Dataset: Forward reaction prediction with 1.9M reactions from USPTO patents (1976-2016). Task: Predict the product of the given reaction. (1) Given the reactants Cl.C([O:9][CH2:10][C@@H:11]([F:55])[CH2:12][O:13][C@H:14]1[C@H:19]([C:20]2[CH:25]=[CH:24][C:23]([O:26][CH3:27])=[CH:22][CH:21]=2)[C@@H:18]([O:28][CH2:29][C:30]2[CH:31]=[CH:32][C:33]3[O:38][CH2:37][CH2:36][N:35]([CH2:39][CH2:40][CH2:41][O:42][CH3:43])[C:34]=3[CH:44]=2)[CH2:17][N:16](C(OCC2C=CC=CC=2)=O)[CH2:15]1)C1C=CC=CC=1, predict the reaction product. The product is: [F:55][C@@H:11]([CH2:12][O:13][C@H:14]1[C@H:19]([C:20]2[CH:21]=[CH:22][C:23]([O:26][CH3:27])=[CH:24][CH:25]=2)[C@@H:18]([O:28][CH2:29][C:30]2[CH:31]=[CH:32][C:33]3[O:38][CH2:37][CH2:36][N:35]([CH2:39][CH2:40][CH2:41][O:42][CH3:43])[C:34]=3[CH:44]=2)[CH2:17][NH:16][CH2:15]1)[CH2:10][OH:9]. (2) Given the reactants [CH:1]1([NH:4][CH2:5][C:6]2[CH:7]=[C:8]([CH:42]=[CH:43][CH:44]=2)[C:9]([NH:11][C:12]2[S:13][C:14]3[CH2:41][CH2:40][CH2:39][CH2:38][C:15]=3[C:16]=2[C:17]([NH:19][C:20]2[CH:25]=[CH:24][C:23]([CH2:26][CH2:27][C:28]3[CH:37]=[CH:36][C:31]([C:32]([O:34][CH3:35])=[O:33])=[CH:30][CH:29]=3)=[CH:22][CH:21]=2)=[O:18])=[O:10])[CH2:3][CH2:2]1.Br[CH2:46][CH2:47][CH2:48][C:49]([O:51][CH2:52][CH3:53])=[O:50], predict the reaction product. The product is: [CH:1]1([N:4]([CH2:5][C:6]2[CH:7]=[C:8]([CH:42]=[CH:43][CH:44]=2)[C:9]([NH:11][C:12]2[S:13][C:14]3[CH2:41][CH2:40][CH2:39][CH2:38][C:15]=3[C:16]=2[C:17]([NH:19][C:20]2[CH:25]=[CH:24][C:23]([CH2:26][CH2:27][C:28]3[CH:29]=[CH:30][C:31]([C:32]([O:34][CH3:35])=[O:33])=[CH:36][CH:37]=3)=[CH:22][CH:21]=2)=[O:18])=[O:10])[CH2:46][CH2:47][CH2:48][C:49]([O:51][CH2:52][CH3:53])=[O:50])[CH2:3][CH2:2]1. (3) Given the reactants Cl.[F:2][C:3]1([F:8])[CH2:6][CH:5]([NH2:7])[CH2:4]1.[CH:9](OCC)=[O:10], predict the reaction product. The product is: [F:2][C:3]1([F:8])[CH2:6][CH:5]([NH:7][CH:9]=[O:10])[CH2:4]1. (4) Given the reactants [I:1][C:2]1[CH:10]=[CH:9][C:8]([S:11]([CH3:14])(=[O:13])=[O:12])=[CH:7][C:3]=1[C:4]([OH:6])=O.[F:15][C:16]1[CH:21]=[C:20]([S:22]([CH3:25])(=[O:24])=[O:23])[CH:19]=[CH:18][C:17]=1[N:26]1[CH2:31][CH2:30][NH:29][CH2:28][CH2:27]1, predict the reaction product. The product is: [F:15][C:16]1[CH:21]=[C:20]([S:22]([CH3:25])(=[O:24])=[O:23])[CH:19]=[CH:18][C:17]=1[N:26]1[CH2:31][CH2:30][N:29]([C:4]([C:3]2[CH:7]=[C:8]([S:11]([CH3:14])(=[O:13])=[O:12])[CH:9]=[CH:10][C:2]=2[I:1])=[O:6])[CH2:28][CH2:27]1. (5) Given the reactants O.[F:2][C:3]([P:9]([C:19]([F:25])([F:24])[C:20]([F:23])([F:22])[F:21])([C:12]([F:18])([F:17])[C:13]([F:16])([F:15])[F:14])(F)F)([F:8])[C:4]([F:7])([F:6])[F:5], predict the reaction product. The product is: [P:9]([C:3]([C:4]([F:5])([F:6])[F:7])([F:2])[F:8])([C:19]([C:20]([F:23])([F:22])[F:21])([F:25])[F:24])[C:12]([C:13]([F:16])([F:15])[F:14])([F:18])[F:17].